This data is from Experimentally validated miRNA-target interactions with 360,000+ pairs, plus equal number of negative samples. The task is: Binary Classification. Given a miRNA mature sequence and a target amino acid sequence, predict their likelihood of interaction. (1) The miRNA is hsa-miR-6081 with sequence AGGAGCAGUGCCGGCCAAGGCGCC. The protein sequence of the target gene is MAECPTLGEAVTDHPDRLWAWEKFVYLDEKQHAWLPLTIEIKDRLQLRVLLRREDVVLGRPMTPTQIGPSLLPIMWQLYPDGRYRSSDSSFWRLVYHIKIDGVEDMLLELLPDD. Result: 0 (no interaction). (2) The miRNA is hsa-miR-544b with sequence ACCUGAGGUUGUGCAUUUCUAA. The protein sequence of the target gene is MAGKVKWVTDIEKSVLINNFEKRGWVQVTENEDWNFYWMSVQTIRNVFSVEAGYRLSDDQIVNHFPNHYELTRKDLMVKNIKRYRKELEKEGSPLAEKDENGKYLYLDFVPVTYMLPADYNLFVEEFRKSPSSTWIMKPCGKAQGKGIFLINKLSQIKKWSRDSKTSSFVSQSNKEAYVISLYINNPLLIGGRKFDLRLYVLVSTYRPLRCYMYKLGFCRFCTVKYTPSTSELDNMFVHLTNVAIQKHGEDYNHIHGGKWTVSNLRLYLESTRGKEVTSKLFDEIHWIIVQSLKAVAPVM.... Result: 1 (interaction).